This data is from Catalyst prediction with 721,799 reactions and 888 catalyst types from USPTO. The task is: Predict which catalyst facilitates the given reaction. (1) The catalyst class is: 1. Reactant: C([O:3][C:4](=[O:21])[CH:5]=[CH:6][C:7]1[CH:12]=[CH:11][CH:10]=[CH:9][C:8]=1[C:13]1[CH:18]=[CH:17][CH:16]=[C:15]([CH3:19])[C:14]=1[CH3:20])C.[OH-].[Na+]. Product: [CH3:20][C:14]1[C:15]([CH3:19])=[CH:16][CH:17]=[CH:18][C:13]=1[C:8]1[CH:9]=[CH:10][CH:11]=[CH:12][C:7]=1[CH:6]=[CH:5][C:4]([OH:21])=[O:3]. (2) Reactant: [I:1][C:2]1[CH:7]=[CH:6][C:5]([CH2:8]O)=[CH:4][CH:3]=1.C1(P(C2C=CC=CC=2)C2C=CC=CC=2)C=CC=CC=1.[Cl:29][C:30]1[S:34][C:33]([C:35]([NH:37][C:38]2[CH:46]=[CH:45][CH:44]=[C:43]3[C:39]=2[C:40](=[O:48])[NH:41][C:42]3=[O:47])=[O:36])=[CH:32][CH:31]=1.N(C(OCC)=O)=NC(OCC)=O. Product: [Cl:29][C:30]1[S:34][C:33]([C:35]([NH:37][C:38]2[CH:46]=[CH:45][CH:44]=[C:43]3[C:39]=2[C:40](=[O:48])[N:41]([CH2:8][C:5]2[CH:6]=[CH:7][C:2]([I:1])=[CH:3][CH:4]=2)[C:42]3=[O:47])=[O:36])=[CH:32][CH:31]=1. The catalyst class is: 7.